From a dataset of Reaction yield outcomes from USPTO patents with 853,638 reactions. Predict the reaction yield, written as a fraction of the theoretical maximum amount of product (1.0 means a 100% yield; for example, 0.34 means a 34% yield). (1) The reactants are [Cl:1][C:2]1[C:7]([O:8]C)=[CH:6][C:5]([NH:10][C:11]2[C:20]3[C:15](=[CH:16][C:17]([O:23][CH2:24][CH:25]4[CH2:30][CH2:29][CH2:28][CH2:27][O:26]4)=[C:18]([O:21][CH3:22])[CH:19]=3)[N:14]=[CH:13][N:12]=2)=[C:4]([O:31]C)[CH:3]=1.O=[N+]([O-])[O-].[O-][N+](=O)[O-].[O-][N+](=O)[O-].[O-][N+](=O)[O-].[O-][N+](=O)[O-].[O-][N+](=O)[O-].[Ce+4].[NH4+].[NH4+]. The catalyst is C(Cl)(Cl)Cl.CC#N.O. The product is [Cl:1][C:2]1[C:7]([CH:6]=[C:5]([NH:10][C:11]2[C:20]3[C:15](=[CH:16][C:17]([O:23][CH2:24][CH:25]4[CH2:30][CH2:29][CH2:28][CH2:27][O:26]4)=[C:18]([O:21][CH3:22])[CH:19]=3)[N:14]=[CH:13][N:12]=2)[C:4](=[O:31])[CH:3]=1)=[O:8]. The yield is 0.920. (2) The reactants are [C:1]([C:6]1[CH:7]=[C:8]2[C:13](=[CH:14][C:15]=1[C:16]([F:19])([F:18])[F:17])[NH:12][C:11](=[O:20])[N:10]([NH:21][S:22]([CH3:25])(=[O:24])=[O:23])[C:9]2=[O:26])(=[O:5])[CH2:2][CH2:3][CH3:4].[BH4-].[Na+].O.Cl. The catalyst is C1COCC1.CO.CCOC(C)=O. The product is [OH:5][CH:1]([C:6]1[CH:7]=[C:8]2[C:13](=[CH:14][C:15]=1[C:16]([F:18])([F:17])[F:19])[NH:12][C:11](=[O:20])[N:10]([NH:21][S:22]([CH3:25])(=[O:24])=[O:23])[C:9]2=[O:26])[CH2:2][CH2:3][CH3:4]. The yield is 0.710. (3) The reactants are C([BH3-])#N.[Na+].[Br:5][C:6]1[CH:7]=[C:8]2[C:13](=[CH:14][CH:15]=1)[C:12]([CH2:16][N:17]1[C:28](=[O:29])[C@@H:27]([NH:30][C:31](=[O:35])[C@@H:32]([NH2:34])[CH3:33])[C:21]3([CH2:26][CH2:25][O:24][CH2:23][CH2:22]3)[O:20][C:19]3[CH:36]=[CH:37][CH:38]=[CH:39][C:18]1=3)=[C:11]([O:40][CH3:41])[CH:10]=[CH:9]2.[CH2:42]1OC(O)C[O:44][CH:43]1O.C(O)(=O)C. The catalyst is CO.Cl.O. The product is [Br:5][C:6]1[CH:7]=[C:8]2[C:13](=[CH:14][CH:15]=1)[C:12]([CH2:16][N:17]1[C:28](=[O:29])[C@@H:27]([NH:30][C:31](=[O:35])[C@@H:32]([NH:34][CH2:42][CH2:43][OH:44])[CH3:33])[C:21]3([CH2:22][CH2:23][O:24][CH2:25][CH2:26]3)[O:20][C:19]3[CH:36]=[CH:37][CH:38]=[CH:39][C:18]1=3)=[C:11]([O:40][CH3:41])[CH:10]=[CH:9]2. The yield is 0.900. (4) The catalyst is CN(C)C1C=CN=CC=1.CN(C)C=O. The reactants are Cl.CN(C)CCCN=C=NCC.[C:13]1([S:23]([NH2:26])(=[O:25])=[O:24])[C:14]([S:19]([NH2:22])(=[O:21])=[O:20])=[CH:15][CH:16]=[CH:17][CH:18]=1.[Cl:27][C:28]1[CH:33]=[CH:32][C:31]([C:34]#[C:35][C:36]2[N:41]=[CH:40][C:39]([C:42](O)=[O:43])=[CH:38][N:37]=2)=[CH:30][CH:29]=1.O. The yield is 0.290. The product is [Cl:27][C:28]1[CH:33]=[CH:32][C:31]([C:34]#[C:35][C:36]2[N:37]=[CH:38][C:39]([C:42]([NH:22][S:19]([C:14]3[CH:15]=[CH:16][CH:17]=[CH:18][C:13]=3[S:23](=[O:25])(=[O:24])[NH2:26])(=[O:21])=[O:20])=[O:43])=[CH:40][N:41]=2)=[CH:30][CH:29]=1. (5) The reactants are [C:1]([O:4][CH2:5][C:6](=[O:16])[CH2:7][C:8]1C=C[C:11](Cl)=[C:10](Cl)[CH:9]=1)(=[O:3])[CH3:2].ClCC(=O)CC1[S:22]C=CC=1.C(O)(=O)C.C(N(CC)CC)C. The yield is 0.130. No catalyst specified. The product is [C:1]([O:4][CH2:5][C:6](=[O:16])[CH2:7][C:8]1[S:22][CH:11]=[CH:10][CH:9]=1)(=[O:3])[CH3:2]. (6) The reactants are [OH:1][C:2]1[C:3]([C:12]([OH:14])=[O:13])=[CH:4][C:5]2[C:10]([CH:11]=1)=[CH:9][CH:8]=[CH:7][CH:6]=2.[Br:15]Br. The catalyst is C(O)(=O)C. The product is [Br:15][C:11]1[C:10]2[C:5](=[CH:6][CH:7]=[CH:8][CH:9]=2)[CH:4]=[C:3]([C:12]([OH:14])=[O:13])[C:2]=1[OH:1]. The yield is 0.880. (7) The reactants are FC(F)(F)C(O)=O.[NH2:8][CH2:9][CH2:10][CH2:11][O:12][C:13]1[CH:29]=[CH:28][C:16]2[CH2:17][CH:18]([CH2:23][C:24]([O:26][CH3:27])=[O:25])[C:19](=[O:22])[NH:20][CH2:21][C:15]=2[CH:14]=1.Br[C:31]1[N:36]=[CH:35][CH:34]=[CH:33][N:32]=1.C([O-])(O)=O.[Na+]. The catalyst is CCO. The product is [N:32]1[CH:33]=[CH:34][CH:35]=[N:36][C:31]=1[NH:8][CH2:9][CH2:10][CH2:11][O:12][C:13]1[CH:29]=[CH:28][C:16]2[CH2:17][CH:18]([CH2:23][C:24]([O:26][CH3:27])=[O:25])[C:19](=[O:22])[NH:20][CH2:21][C:15]=2[CH:14]=1. The yield is 0.820. (8) The reactants are [CH3:1][N:2]1[C:6]2=[N:7][C:8]([N:11]3[CH:16]=[CH:15][C:14]([C:17]4[CH:18]=[N:19][C:20]([C:23]([F:26])([F:25])[F:24])=[CH:21][CH:22]=4)=[CH:13][C:12]3=[O:27])=[CH:9][CH:10]=[C:5]2[C:4]2[CH2:28][N:29](C(OC(C)(C)C)=O)[CH2:30][CH2:31][C:3]1=2. The catalyst is C(Cl)Cl.CO.Cl.CCOCC. The product is [CH3:1][N:2]1[C:6]2=[N:7][C:8]([N:11]3[CH:16]=[CH:15][C:14]([C:17]4[CH:18]=[N:19][C:20]([C:23]([F:24])([F:25])[F:26])=[CH:21][CH:22]=4)=[CH:13][C:12]3=[O:27])=[CH:9][CH:10]=[C:5]2[C:4]2[CH2:28][NH:29][CH2:30][CH2:31][C:3]1=2. The yield is 0.750. (9) The reactants are [C:1]([O:5][C:6]([NH:8][C@@H:9]([CH3:16])[C:10](N(OC)C)=O)=[O:7])([CH3:4])([CH3:3])[CH3:2].[H-].[Al+3].[Li+].[H-].[H-].[H-].S([O-])(O)(=O)=O.[K+].[CH3:29][O:30][C:31]([CH2:33]P(OC)(OC)=O)=[O:32].[H-].[Na+]. The catalyst is C(OCC)C.O1CCCC1.[Cl-].[Na+].O.C(OCC)(=O)C.O. The product is [C:1]([O:5][C:6]([NH:8][C@@H:9]([CH3:16])/[CH:10]=[CH:33]/[C:31]([O:30][CH3:29])=[O:32])=[O:7])([CH3:2])([CH3:3])[CH3:4]. The yield is 0.690.